Dataset: Forward reaction prediction with 1.9M reactions from USPTO patents (1976-2016). Task: Predict the product of the given reaction. (1) Given the reactants [CH:1]([Si:4]([CH:13]([CH3:15])[CH3:14])([CH:10]([CH3:12])[CH3:11])[C:5]1[O:6][CH:7]=[CH:8][N:9]=1)([CH3:3])[CH3:2].CCCCCC.C([Li])CCC.C(O[B:31]([O:36][CH:37]([CH3:39])[CH3:38])[O:32][CH:33]([CH3:35])[CH3:34])(C)C.CC(O)(C(C)(O)C)C, predict the reaction product. The product is: [CH3:39][C:37]1([CH3:38])[C:33]([CH3:34])([CH3:35])[O:32][B:31]([C:7]2[O:6][C:5]([Si:4]([CH:1]([CH3:3])[CH3:2])([CH:10]([CH3:12])[CH3:11])[CH:13]([CH3:15])[CH3:14])=[N:9][CH:8]=2)[O:36]1. (2) The product is: [CH2:1]([C@@H:8]1[CH2:9][NH:10][CH2:11][CH2:12][N:13]1[C:14]([C:16]1[N:17]=[CH:18][N:19]([C@@H:27]2[CH2:32][CH2:31][CH2:30][CH2:29][C@:28]2([CH2:34][O:35][CH:36]2[CH2:41][CH2:40][S:39](=[O:43])(=[O:42])[CH2:38][CH2:37]2)[OH:33])[C:20]=1[C:21]1[CH:26]=[CH:25][CH:24]=[CH:23][CH:22]=1)=[O:15])[C:2]1[CH:7]=[CH:6][CH:5]=[CH:4][CH:3]=1.[CH2:1]([C@@H:8]1[CH2:9][NH:10][CH2:11][CH2:12][N:13]1[C:14]([C:16]1[N:17]=[CH:18][N:19]([C@H:27]2[CH2:32][CH2:31][CH2:30][CH2:29][C@@:28]2([CH2:34][O:35][CH:36]2[CH2:41][CH2:40][S:39](=[O:43])(=[O:42])[CH2:38][CH2:37]2)[OH:33])[C:20]=1[C:21]1[CH:26]=[CH:25][CH:24]=[CH:23][CH:22]=1)=[O:15])[C:2]1[CH:7]=[CH:6][CH:5]=[CH:4][CH:3]=1. Given the reactants [CH2:1]([C@H:8]1[N:13]([C:14]([C:16]2[N:17]=[CH:18][N:19]([CH:27]3[CH2:32][CH2:31][CH2:30][CH2:29][C:28]3([CH2:34][O:35][CH:36]3[CH2:41][CH2:40][S:39](=[O:43])(=[O:42])[CH2:38][CH2:37]3)[OH:33])[C:20]=2[C:21]2[CH:26]=[CH:25][CH:24]=[CH:23][CH:22]=2)=[O:15])[CH2:12][CH2:11][N:10](C(OC(C)(C)C)=O)[CH2:9]1)[C:2]1[CH:7]=[CH:6][CH:5]=[CH:4][CH:3]=1.C(OCC)(=O)C.Cl, predict the reaction product. (3) The product is: [OH2:1].[O:14]=[C:15]([CH2:17][N:18]([C:20](=[NH:21])[NH2:22])[CH3:19])[OH:16].[O:1]=[CH:2][C@@H:3]([C@H:5]([C@@H:7]([C@@H:9]([CH2:11][OH:12])[OH:10])[OH:8])[OH:6])[OH:4]. Given the reactants [O:1]=[CH:2][C@@H:3]([C@H:5]([C@@H:7]([C@@H:9]([CH2:11][OH:12])[OH:10])[OH:8])[OH:6])[OH:4].O.[O:14]=[C:15]([CH2:17][N:18]([C:20](=[NH:22])[NH2:21])[CH3:19])[OH:16], predict the reaction product. (4) Given the reactants [C:1]1([CH3:9])[C:2]([CH:7]=O)=[CH:3][CH:4]=[CH:5][CH:6]=1.[NH:10]1[CH2:15][CH2:14][CH2:13][CH2:12][CH2:11]1.[OH2:16].[C:17]1([CH3:23])C=CC=C[CH:18]=1, predict the reaction product. The product is: [CH3:9][C:1]1[CH:6]=[CH:5][CH:4]=[CH:3][C:2]=1[CH:7]=[C:18]([C:13]1[CH:14]=[CH:15][N:10]=[CH:11][CH:12]=1)[C:17](=[O:16])[CH3:23].